From a dataset of Forward reaction prediction with 1.9M reactions from USPTO patents (1976-2016). Predict the product of the given reaction. (1) Given the reactants C([O:3][C:4]([C:6]1[C:7]([O:24]C(=O)C)=[C:8]2[C:16]([Br:17])=[CH:15][N:14]([C:18]3[CH:23]=[CH:22][CH:21]=[CH:20][CH:19]=3)[C:9]2=[C:10]([C:12]#[N:13])[N:11]=1)=O)C.[NH2:28][CH2:29][C:30]([OH:32])=[O:31].C[O-].[Na+].CO, predict the reaction product. The product is: [Br:17][C:16]1[C:8]2[C:9](=[C:10]([C:12]#[N:13])[N:11]=[C:6]([C:4]([NH:28][CH2:29][C:30]([OH:32])=[O:31])=[O:3])[C:7]=2[OH:24])[N:14]([C:18]2[CH:23]=[CH:22][CH:21]=[CH:20][CH:19]=2)[CH:15]=1. (2) Given the reactants [Cl:1][C:2]1[CH:6]=[CH:5][S:4][C:3]=1[C:7]1[O:11][N:10]=[C:9]([NH2:12])[N:8]=1.C(N[C:16]([C:18]1S[CH:20]=[CH:21][C:22]=1[Cl:23])=O)#N.Cl.NO.O.N1C=CC=[CH:30][CH:29]=1, predict the reaction product. The product is: [Cl:23][C:22]1[CH:21]=[CH:20][C:29]([CH:30]=[N:12][C:9]2[N:8]=[C:7]([C:3]3[S:4][CH:5]=[CH:6][C:2]=3[Cl:1])[O:11][N:10]=2)=[CH:16][CH:18]=1.